From a dataset of Full USPTO retrosynthesis dataset with 1.9M reactions from patents (1976-2016). Predict the reactants needed to synthesize the given product. (1) Given the product [C:1]1([C:7]([S:30][C:24]2[CH:29]=[CH:28][CH:27]=[CH:26][CH:25]=2)=[CH:8][C:9]([S:17][C:18]2[CH:23]=[CH:22][CH:21]=[CH:20][CH:19]=2)=[N:10][C:11]2[CH:12]=[CH:13][CH:14]=[CH:15][CH:16]=2)[CH:2]=[CH:3][CH:4]=[CH:5][CH:6]=1, predict the reactants needed to synthesize it. The reactants are: [C:1]1([C:7]#[C:8][C:9]([S:17][C:18]2[CH:23]=[CH:22][CH:21]=[CH:20][CH:19]=2)=[N:10][C:11]2[CH:16]=[CH:15][CH:14]=[CH:13][CH:12]=2)[CH:6]=[CH:5][CH:4]=[CH:3][CH:2]=1.[C:24]1([SH:30])[CH:29]=[CH:28][CH:27]=[CH:26][CH:25]=1.C(O[K])(C)(C)C. (2) Given the product [CH:1]([C:4]1[C:5]([C:15]2[O:19][N:18]=[C:17]([C:20]3[CH:37]=[CH:36][C:23]([CH2:24][N:25]4[CH2:28][CH:27]([C:29]([O-:31])=[O:30])[CH2:26]4)=[CH:22][CH:21]=3)[N:16]=2)=[N:6][O:7][C:8]=1[C:9]1[CH:14]=[CH:13][CH:12]=[CH:11][N:10]=1)([CH3:3])[CH3:2].[F:38][C:39]([F:44])([F:43])[C:40]([OH:42])=[O:41], predict the reactants needed to synthesize it. The reactants are: [CH:1]([C:4]1[C:5]([C:15]2[O:19][N:18]=[C:17]([C:20]3[CH:37]=[CH:36][C:23]([CH2:24][N:25]4[CH2:28][CH:27]([C:29]([O:31]C(C)(C)C)=[O:30])[CH2:26]4)=[CH:22][CH:21]=3)[N:16]=2)=[N:6][O:7][C:8]=1[C:9]1[CH:14]=[CH:13][CH:12]=[CH:11][N:10]=1)([CH3:3])[CH3:2].[F:38][C:39]([F:44])([F:43])[C:40]([OH:42])=[O:41]. (3) Given the product [C:55]1([CH:43]([C:37]2[CH:42]=[CH:41][CH:40]=[CH:39][CH:38]=2)[N:44]2[C:52]3[C:47](=[CH:48][CH:49]=[CH:50][CH:51]=3)[C:46]([OH:53])([C:18]3[C:17]([OH:20])=[CH:16][C:15]4[O:11][CH2:12][CH2:13][C:14]=4[CH:19]=3)[C:45]2=[O:54])[CH:56]=[CH:57][CH:58]=[CH:59][CH:60]=1, predict the reactants needed to synthesize it. The reactants are: O1C2C=CC(O)=CC=2OC1.[O:11]1[C:15]2[CH:16]=[C:17]([OH:20])[CH:18]=[CH:19][C:14]=2[CH2:13][CH2:12]1.C1(CCN2C3C(=CC=CC=3)C(=O)C2=O)CC1.[C:37]1([CH:43]([C:55]2[CH:60]=[CH:59][CH:58]=[CH:57][CH:56]=2)[N:44]2[C:52]3[C:47](=[CH:48][CH:49]=[CH:50][CH:51]=3)[C:46](=[O:53])[C:45]2=[O:54])[CH:42]=[CH:41][CH:40]=[CH:39][CH:38]=1. (4) Given the product [OH:12][C:5]1[CH:6]=[CH:7][CH:8]=[C:9]2[C:4]=1[N:3]=[C:2]([CH:1]=[O:14])[CH:11]=[CH:10]2, predict the reactants needed to synthesize it. The reactants are: [CH3:1][C:2]1[CH:11]=[CH:10][C:9]2[C:4](=[C:5]([OH:12])[CH:6]=[CH:7][CH:8]=2)[N:3]=1.[Se](=O)=[O:14].O1CCOCC1. (5) Given the product [CH2:1]([O:8][C:9]1[CH:14]=[CH:13][C:12]([C:15](=[O:18])[CH2:16][N:31]([CH2:24][C:25]2[CH:30]=[CH:29][CH:28]=[CH:27][CH:26]=2)[CH2:32][C:33]2[CH:38]=[CH:37][CH:36]=[CH:35][CH:34]=2)=[CH:11][C:10]=1[NH:19][S:20]([CH3:23])(=[O:22])=[O:21])[C:2]1[CH:7]=[CH:6][CH:5]=[CH:4][CH:3]=1, predict the reactants needed to synthesize it. The reactants are: [CH2:1]([O:8][C:9]1[CH:14]=[CH:13][C:12]([C:15](=[O:18])[CH2:16]Cl)=[CH:11][C:10]=1[NH:19][S:20]([CH3:23])(=[O:22])=[O:21])[C:2]1[CH:7]=[CH:6][CH:5]=[CH:4][CH:3]=1.[CH2:24]([NH:31][CH2:32][C:33]1[CH:38]=[CH:37][CH:36]=[CH:35][CH:34]=1)[C:25]1[CH:30]=[CH:29][CH:28]=[CH:27][CH:26]=1. (6) Given the product [Cl:1][C:2]1[CH:3]=[CH:4][C:5]2[N:11]3[CH:12]=[CH:13][CH:14]=[C:10]3[C@H:9]([CH2:15][C:16]([N:18]3[CH2:23][CH2:22][N:21]([CH2:24][C:25]([OH:27])=[O:26])[CH2:20][CH2:19]3)=[O:17])[O:8][C@@H:7]([C:30]3[CH:35]=[CH:34][CH:33]=[C:32]([O:36][CH3:37])[C:31]=3[O:38][CH3:39])[C:6]=2[CH:40]=1, predict the reactants needed to synthesize it. The reactants are: [Cl:1][C:2]1[CH:3]=[CH:4][C:5]2[N:11]3[CH:12]=[CH:13][CH:14]=[C:10]3[C@H:9]([CH2:15][C:16]([N:18]3[CH2:23][CH2:22][N:21]([CH2:24][C:25]([O:27]CC)=[O:26])[CH2:20][CH2:19]3)=[O:17])[O:8][C@@H:7]([C:30]3[CH:35]=[CH:34][CH:33]=[C:32]([O:36][CH3:37])[C:31]=3[O:38][CH3:39])[C:6]=2[CH:40]=1.C(=O)([O-])[O-].[K+].[K+].Cl.C(OCC)(=O)C. (7) The reactants are: Br[C:2]1[CH:3]=[CH:4][C:5]([N+:8]([O-:10])=[O:9])=[N:6][CH:7]=1.[NH:11]1[CH2:15][CH2:14][CH2:13][C:12]1=[O:16].C(=O)([O-])[O-].[Cs+].[Cs+]. Given the product [N+:8]([C:5]1[N:6]=[CH:7][C:2]([N:11]2[CH2:15][CH2:14][CH2:13][C:12]2=[O:16])=[CH:3][CH:4]=1)([O-:10])=[O:9], predict the reactants needed to synthesize it.